From a dataset of Full USPTO retrosynthesis dataset with 1.9M reactions from patents (1976-2016). Predict the reactants needed to synthesize the given product. (1) Given the product [CH2:1]([S:8]([NH:11][C:12]([CH:14]1[CH2:19][CH2:18][N:17]([C:23]2[C:22]([C:20]#[N:21])=[CH:32][C:26]([C:27]([O:29][CH2:30][CH3:31])=[O:28])=[C:25]([CH2:33][O:34][CH2:35][C:36]3[CH:41]=[CH:40][C:39]([O:42][CH3:43])=[C:38]([O:44][CH3:45])[CH:37]=3)[N:24]=2)[CH2:16][CH2:15]1)=[O:13])(=[O:9])=[O:10])[C:2]1[CH:3]=[CH:4][CH:5]=[CH:6][CH:7]=1, predict the reactants needed to synthesize it. The reactants are: [CH2:1]([S:8]([NH:11][C:12]([CH:14]1[CH2:19][CH2:18][NH:17][CH2:16][CH2:15]1)=[O:13])(=[O:10])=[O:9])[C:2]1[CH:7]=[CH:6][CH:5]=[CH:4][CH:3]=1.[C:20]([C:22]1[C:23](OS(C)(=O)=O)=[N:24][C:25]([CH2:33][O:34][CH2:35][C:36]2[CH:41]=[CH:40][C:39]([O:42][CH3:43])=[C:38]([O:44][CH3:45])[CH:37]=2)=[C:26]([CH:32]=1)[C:27]([O:29][CH2:30][CH3:31])=[O:28])#[N:21].Cl. (2) Given the product [NH:36]1[C:37]2[C:42](=[CH:41][CH:40]=[CH:39][CH:38]=2)[C:34]([C:31]2[CH2:32][CH2:33][N:28]([CH2:16][C@@H:13]3[O:12][C:8]4=[C:9]5[C:4](=[CH:5][CH:6]=[C:7]4[O:15][CH2:14]3)[N:3]=[C:2]([CH3:1])[CH:11]=[CH:10]5)[CH2:29][CH:30]=2)=[CH:35]1, predict the reactants needed to synthesize it. The reactants are: [CH3:1][C:2]1[CH:11]=[CH:10][C:9]2[C:4](=[CH:5][CH:6]=[C:7]3[O:15][CH2:14][C@H:13]([CH2:16]OS(C4C=CC(Br)=CC=4)(=O)=O)[O:12][C:8]3=2)[N:3]=1.[NH:28]1[CH2:33][CH:32]=[C:31]([C:34]2[C:42]3[C:37](=[CH:38][CH:39]=[CH:40][CH:41]=3)[NH:36][CH:35]=2)[CH2:30][CH2:29]1.C(N(C(C)C)CC)(C)C.CO. (3) Given the product [CH2:1]([O:3][C:4]([C:6]1[C:7]([OH:29])=[C:8]2[C:14]([C:15]3[CH:16]=[CH:17][CH:18]=[CH:19][CH:20]=3)=[CH:13][N:12]([C:22]3[CH:23]=[CH:24][C:25]([F:28])=[CH:26][CH:27]=3)[C:9]2=[CH:10][N:11]=1)=[O:5])[CH3:2], predict the reactants needed to synthesize it. The reactants are: [CH2:1]([O:3][C:4]([C:6]1[C:7]([OH:29])=[C:8]2[C:14]([C:15]3[CH:20]=[CH:19][CH:18]=[CH:17][CH:16]=3)=[C:13](Br)[N:12]([C:22]3[CH:27]=[CH:26][C:25]([F:28])=[CH:24][CH:23]=3)[C:9]2=[CH:10][N:11]=1)=[O:5])[CH3:2].C([O-])=O.[NH4+]. (4) The reactants are: C[O:2][CH:3](OC)[CH2:4][N:5]1[C:9]2[N:10]=[C:11]([C:20]3[CH:26]=[CH:25][C:23]([NH2:24])=[CH:22][CH:21]=3)[N:12]=[C:13]([N:14]3[CH2:19][CH2:18][O:17][CH2:16][CH2:15]3)[C:8]=2[N:7]=[N:6]1.[C:29]1([N:35]=[C:36]=[O:37])[CH:34]=[CH:33][CH:32]=[CH:31][CH:30]=1. Given the product [N:14]1([C:13]2[C:8]3[N:7]=[N:6][N:5]([CH2:4][CH:3]=[O:2])[C:9]=3[N:10]=[C:11]([C:20]3[CH:26]=[CH:25][C:23]([NH:24][C:36]([NH:35][C:29]4[CH:34]=[CH:33][CH:32]=[CH:31][CH:30]=4)=[O:37])=[CH:22][CH:21]=3)[N:12]=2)[CH2:19][CH2:18][O:17][CH2:16][CH2:15]1, predict the reactants needed to synthesize it. (5) The reactants are: [Cl:1][C:2]1[CH:11]=[C:10]2[C:5]([C:6](=[O:31])[C:7]([CH2:18][NH:19][C:20]([C:22]3[CH:30]=[CH:29][C:25]([C:26]([OH:28])=O)=[CH:24][CH:23]=3)=[O:21])=[CH:8][N:9]2[C:12]2[CH:17]=[CH:16][CH:15]=[CH:14][CH:13]=2)=[CH:4][CH:3]=1.N[CH2:33][C:34]([CH3:37])([OH:36])[CH3:35].O[N:39]1C2C=CC=CC=2N=N1.Cl.CN(C)CCCN=C=NCC.C(N(CC)C(C)C)(C)C. Given the product [Cl:1][C:2]1[CH:11]=[C:10]2[C:5]([C:6](=[O:31])[C:7]([CH2:18][N:19]([CH2:33][C:34]([OH:36])([CH3:37])[CH3:35])[C:20](=[O:21])[C:22]3[CH:23]=[CH:24][C:25]([C:26]([NH2:39])=[O:28])=[CH:29][CH:30]=3)=[CH:8][N:9]2[C:12]2[CH:13]=[CH:14][CH:15]=[CH:16][CH:17]=2)=[CH:4][CH:3]=1, predict the reactants needed to synthesize it. (6) The reactants are: [CH:1]([C:4]1[CH:5]=[CH:6][C:7]2[C:12]([NH:13][C:14]3[CH:15]=[C:16]([CH:20]=[CH:21][C:22]=3[S:23][C:24]3[CH:29]=[CH:28][C:27]([O:30][CH3:31])=[CH:26][CH:25]=3)[C:17](Cl)=[O:18])=[N:11][CH:10]=[N:9][C:8]=2[N:32]=1)([CH3:3])[CH3:2].[NH2:33][C:34]1[CH:41]=[CH:40][C:37]([C:38]#[N:39])=[CH:36][CH:35]=1.NC1C=C(O)C(C)=CC=1. Given the product [C:38]([C:37]1[CH:40]=[CH:41][C:34]([NH:33][C:17](=[O:18])[C:16]2[CH:20]=[CH:21][C:22]([S:23][C:24]3[CH:29]=[CH:28][C:27]([O:30][CH3:31])=[CH:26][CH:25]=3)=[C:14]([NH:13][C:12]3[C:7]4[CH:6]=[CH:5][C:4]([CH:1]([CH3:2])[CH3:3])=[N:32][C:8]=4[N:9]=[CH:10][N:11]=3)[CH:15]=2)=[CH:35][CH:36]=1)#[N:39], predict the reactants needed to synthesize it.